From a dataset of Catalyst prediction with 721,799 reactions and 888 catalyst types from USPTO. Predict which catalyst facilitates the given reaction. (1) Reactant: C(OC(=O)[NH:7][CH2:8][CH2:9][NH:10][S:11]([C:14]1[C:15]2[CH:16]=[CH:17][N:18]=[CH:19][C:20]=2[CH:21]=[C:22]([C:24]2[CH:29]=[CH:28][CH:27]=[C:26]([CH:30]([F:32])[F:31])[CH:25]=2)[CH:23]=1)(=[O:13])=[O:12])(C)(C)C.Cl. Product: [NH2:7][CH2:8][CH2:9][NH:10][S:11]([C:14]1[C:15]2[CH:16]=[CH:17][N:18]=[CH:19][C:20]=2[CH:21]=[C:22]([C:24]2[CH:29]=[CH:28][CH:27]=[C:26]([CH:30]([F:32])[F:31])[CH:25]=2)[CH:23]=1)(=[O:13])=[O:12]. The catalyst class is: 684. (2) Reactant: [C:1]([CH2:3][CH2:4][NH:5][CH2:6][CH2:7][C:8]([O:10][CH2:11][CH3:12])=[O:9])#[N:2].[C:13](OC([O-])=O)([O:15][C:16]([CH3:19])([CH3:18])[CH3:17])=[O:14]. Product: [C:16]([O:15][C:13]([N:5]([CH2:4][CH2:3][C:1]#[N:2])[CH2:6][CH2:7][C:8]([O:10][CH2:11][CH3:12])=[O:9])=[O:14])([CH3:19])([CH3:18])[CH3:17]. The catalyst class is: 2. (3) Product: [C:46]([NH2+:50][C:6]([CH3:8])([CH3:7])[CH3:5])([CH3:49])([CH3:48])[CH3:47].[Cl:1][C:2]1[CH:3]=[CH:4][C:5]([O:37][CH3:38])=[C:6]([C@@:8]2([F:36])[C:16]3[C:11](=[CH:12][C:13]([C:17]([F:20])([F:19])[F:18])=[CH:14][CH:15]=3)[N:10]([CH2:21][O:22][P:23](=[O:24])([O-:29])[O-:34])[C:9]2=[O:35])[CH:7]=1.[C:46]([NH2+:50][C:6]([CH3:8])([CH3:7])[CH3:5])([CH3:49])([CH3:48])[CH3:47]. The catalyst class is: 4. Reactant: [Cl:1][C:2]1[CH:3]=[CH:4][C:5]([O:37][CH3:38])=[C:6]([C:8]2([F:36])[C:16]3[C:11](=[CH:12][C:13]([C:17]([F:20])([F:19])[F:18])=[CH:14][CH:15]=3)[N:10]([CH2:21][O:22][P:23](=[O:34])([O:29]C(C)(C)C)[O:24]C(C)(C)C)[C:9]2=[O:35])[CH:7]=1.FC(F)(F)C(O)=O.[C:46]([NH2:50])([CH3:49])([CH3:48])[CH3:47]. (4) Reactant: [NH:1]1[CH2:6][CH2:5][NH:4][CH2:3][CH2:2]1.Cl[C:8]1[C:17]2[C:12](=[CH:13][CH:14]=[CH:15][CH:16]=2)[N:11]=[CH:10][CH:9]=1. Product: [N:11]1[C:12]2[C:17](=[CH:16][CH:15]=[CH:14][CH:13]=2)[C:8]([N:1]2[CH2:6][CH2:5][NH:4][CH2:3][CH2:2]2)=[CH:9][CH:10]=1. The catalyst class is: 6. (5) Reactant: [Cl:1][C:2]1[C:7]([CH2:8][C:9]2[CH:14]=[CH:13][C:12]([CH2:15][CH3:16])=[CH:11][CH:10]=2)=[CH:6][C:5]([C@H:17]2[C@H:22]([OH:23])[C@@H:21]([OH:24])[C@H:20]([OH:25])[C@@H:19]([CH2:26][OH:27])[O:18]2)=[C:4]([CH2:28][O:29][CH2:30][CH:31](Br)[CH2:32]Br)[CH:3]=1.[OH-].[K+]. Product: [Cl:1][C:2]1[C:7]([CH2:8][C:9]2[CH:10]=[CH:11][C:12]([CH2:15][CH3:16])=[CH:13][CH:14]=2)=[CH:6][C:5]([C@H:17]2[C@H:22]([OH:23])[C@@H:21]([OH:24])[C@H:20]([OH:25])[C@@H:19]([CH2:26][OH:27])[O:18]2)=[C:4]([CH2:28][O:29][CH2:30][C:31]#[CH:32])[CH:3]=1. The catalyst class is: 8.